Predict the product of the given reaction. From a dataset of Forward reaction prediction with 1.9M reactions from USPTO patents (1976-2016). (1) Given the reactants C(OC(=O)[NH:7][C@H:8]1[CH2:13][C@H:12]([O:14][CH3:15])[CH2:11][C:10]([CH3:17])([CH3:16])[CH2:9]1)(C)(C)C.[ClH:19], predict the reaction product. The product is: [ClH:19].[CH3:15][O:14][C@H:12]1[CH2:13][C@H:8]([NH2:7])[CH2:9][C:10]([CH3:17])([CH3:16])[CH2:11]1. (2) Given the reactants [CH:1]1([CH2:4][O:5][C:6]2[C:11]([N:12]3[CH2:15][C:14]([F:17])([F:16])[CH2:13]3)=[CH:10][N:9]=[C:8]([C:18]([OH:20])=O)[CH:7]=2)[CH2:3][CH2:2]1.[NH2:21][C:22]1([CH2:26][C:27]([NH2:29])=[O:28])[CH2:25][O:24][CH2:23]1, predict the reaction product. The product is: [NH2:29][C:27](=[O:28])[CH2:26][C:22]1([NH:21][C:18]([C:8]2[CH:7]=[C:6]([O:5][CH2:4][CH:1]3[CH2:2][CH2:3]3)[C:11]([N:12]3[CH2:13][C:14]([F:16])([F:17])[CH2:15]3)=[CH:10][N:9]=2)=[O:20])[CH2:25][O:24][CH2:23]1. (3) Given the reactants [CH3:1][S:2](Cl)(=[O:4])=[O:3].[CH3:6][N:7]([CH3:34])[C:8]1[CH:9]=[C:10]([CH:31]=[CH:32][CH:33]=1)[C:11]([NH:13][C:14]1[CH:15]=[CH:16][C:17]([CH3:30])=[C:18]([NH:20][C:21](=[O:29])[C:22]2[CH:27]=[CH:26][CH:25]=[C:24]([NH2:28])[CH:23]=2)[CH:19]=1)=[O:12].N1C=CC=CC=1, predict the reaction product. The product is: [CH3:34][N:7]([CH3:6])[C:8]1[CH:9]=[C:10]([CH:31]=[CH:32][CH:33]=1)[C:11]([NH:13][C:14]1[CH:15]=[CH:16][C:17]([CH3:30])=[C:18]([NH:20][C:21](=[O:29])[C:22]2[CH:27]=[CH:26][CH:25]=[C:24]([NH:28][S:2]([CH3:1])(=[O:4])=[O:3])[CH:23]=2)[CH:19]=1)=[O:12]. (4) Given the reactants [CH2:1]([O:3][C:4](=[O:14])[CH2:5][NH:6][C:7]1[CH:12]=[CH:11][C:10]([CH3:13])=[CH:9][CH:8]=1)[CH3:2].C(OCC)=O.[O-][CH2:21]C.[K+].[S-:24][C:25]#[N:26].[K+].Cl, predict the reaction product. The product is: [CH2:1]([O:3][C:4]([C:5]1[N:6]([C:7]2[CH:8]=[CH:9][C:10]([CH3:13])=[CH:11][CH:12]=2)[C:25]([SH:24])=[N:26][CH:21]=1)=[O:14])[CH3:2]. (5) Given the reactants [NH2:1][C@H:2]1[CH2:6][CH2:5][CH2:4][C@@H:3]1[NH:7][C:8](=[O:14])[O:9][C:10]([CH3:13])([CH3:12])[CH3:11].Cl[C:16]1[S:17][C:18]2[CH:24]=[C:23]([F:25])[CH:22]=[CH:21][C:19]=2[N:20]=1.CCN(C(C)C)C(C)C, predict the reaction product. The product is: [F:25][C:23]1[CH:22]=[CH:21][C:19]2[N:20]=[C:16]([NH:1][C@H:2]3[CH2:6][CH2:5][CH2:4][C@@H:3]3[NH:7][C:8](=[O:14])[O:9][C:10]([CH3:11])([CH3:13])[CH3:12])[S:17][C:18]=2[CH:24]=1.